From a dataset of Reaction yield outcomes from USPTO patents with 853,638 reactions. Predict the reaction yield, written as a fraction of the theoretical maximum amount of product (1.0 means a 100% yield; for example, 0.34 means a 34% yield). (1) The reactants are [CH3:1][C:2]([CH3:10])=[CH:3][C@@H:4]1[CH2:8][NH:7][C:6](=[O:9])[CH2:5]1. The catalyst is CO.[OH-].[OH-].[Pd+2]. The product is [CH2:3]([C@@H:4]1[CH2:8][NH:7][C:6](=[O:9])[CH2:5]1)[CH:2]([CH3:10])[CH3:1]. The yield is 1.00. (2) The reactants are Br[C:2]1[CH:7]=[C:6]([CH2:8][CH3:9])[C:5]([N:10]2[CH:14]=[CH:13][N:12]=[C:11]2[C:15]2[CH:20]=[CH:19][CH:18]=[CH:17][CH:16]=2)=[C:4]([CH2:21][CH3:22])[CH:3]=1.[C:23]1(B(O)O)[CH:28]=[CH:27][CH:26]=[CH:25][CH:24]=1.O.P([O-])([O-])([O-])=O.[K+].[K+].[K+]. The catalyst is C1(C)C=CC=CC=1.O.C1(P(C2CCCCC2)C2C=CC=CC=2C2C(OC)=CC=CC=2OC)CCCCC1. The product is [CH2:21]([C:4]1[CH:3]=[C:2]([C:23]2[CH:28]=[CH:27][CH:26]=[CH:25][CH:24]=2)[CH:7]=[C:6]([CH2:8][CH3:9])[C:5]=1[N:10]1[CH:14]=[CH:13][N:12]=[C:11]1[C:15]1[CH:20]=[CH:19][CH:18]=[CH:17][CH:16]=1)[CH3:22]. The yield is 0.820.